This data is from Reaction yield outcomes from USPTO patents with 853,638 reactions. The task is: Predict the reaction yield, written as a fraction of the theoretical maximum amount of product (1.0 means a 100% yield; for example, 0.34 means a 34% yield). The reactants are Br[C:2]1[CH:3]=[C:4]([NH:13][S:14]([CH2:17][CH3:18])(=[O:16])=[O:15])[CH:5]=[N:6][C:7]=1[O:8][CH2:9][CH:10]1[CH2:12][CH2:11]1.[CH3:19][N:20]1[CH:29]=[C:28](B2OC(C)(C)C(C)(C)O2)[C:27]2[C:22](=[CH:23][CH:24]=[CH:25][CH:26]=2)[C:21]1=[O:39].CC(C1C=C(C(C)C)C(C2C=CC=CC=2P(C2CCCCC2)C2CCCCC2)=C(C(C)C)C=1)C.[O-]P([O-])([O-])=O.[K+].[K+].[K+]. The catalyst is O1CCOCC1.O.C1C=CC(/C=C/C(/C=C/C2C=CC=CC=2)=O)=CC=1.C1C=CC(/C=C/C(/C=C/C2C=CC=CC=2)=O)=CC=1.C1C=CC(/C=C/C(/C=C/C2C=CC=CC=2)=O)=CC=1.[Pd].[Pd]. The product is [CH:10]1([CH2:9][O:8][C:7]2[N:6]=[CH:5][C:4]([NH:13][S:14]([CH2:17][CH3:18])(=[O:16])=[O:15])=[CH:3][C:2]=2[C:28]2[C:27]3[C:22](=[CH:23][CH:24]=[CH:25][CH:26]=3)[C:21](=[O:39])[N:20]([CH3:19])[CH:29]=2)[CH2:12][CH2:11]1. The yield is 0.520.